The task is: Regression. Given a peptide amino acid sequence and an MHC pseudo amino acid sequence, predict their binding affinity value. This is MHC class I binding data.. This data is from Peptide-MHC class I binding affinity with 185,985 pairs from IEDB/IMGT. (1) The peptide sequence is YKACHNSEL. The MHC is HLA-C05:01 with pseudo-sequence HLA-C05:01. The binding affinity (normalized) is 0.0847. (2) The peptide sequence is WVSRFGERK. The binding affinity (normalized) is 0.0847. The MHC is HLA-A29:02 with pseudo-sequence HLA-A29:02. (3) The peptide sequence is RTKLMSNIK. The MHC is HLA-A11:01 with pseudo-sequence HLA-A11:01. The binding affinity (normalized) is 0.687. (4) The peptide sequence is NSIQRRTLDLL. The MHC is H-2-Kb with pseudo-sequence H-2-Kb. The binding affinity (normalized) is 0.252.